This data is from Forward reaction prediction with 1.9M reactions from USPTO patents (1976-2016). The task is: Predict the product of the given reaction. (1) Given the reactants [Cl:1][C:2]1[CH:19]=[C:18]([Cl:20])[CH:17]=[CH:16][C:3]=1[CH2:4][N:5]1[C:9]([CH2:10][OH:11])=[CH:8][C:7]([O:12][CH:13]([CH3:15])[CH3:14])=[N:6]1.O[C:22]1[C:27]([O:28][CH3:29])=[CH:26][CH:25]=[CH:24][C:23]=1[CH2:30][C:31]([O:33]C)=[O:32].C(P(CCCC)CCCC)CCC.N(C(N1CCCCC1)=O)=NC(N1CCCCC1)=O, predict the reaction product. The product is: [Cl:1][C:2]1[CH:19]=[C:18]([Cl:20])[CH:17]=[CH:16][C:3]=1[CH2:4][N:5]1[C:9]([CH2:10][O:11][C:22]2[C:27]([O:28][CH3:29])=[CH:26][CH:25]=[CH:24][C:23]=2[CH2:30][C:31]([OH:33])=[O:32])=[CH:8][C:7]([O:12][CH:13]([CH3:15])[CH3:14])=[N:6]1. (2) Given the reactants Cl[C:2]1[N:7]2[N:8]=[C:9]([CH3:22])[C:10]([CH2:11][C:12]3[C:21]4[C:16](=[CH:17][CH:18]=[CH:19][CH:20]=4)[CH:15]=[CH:14][CH:13]=3)=[C:6]2[N:5]=[C:4]([N:23]2[CH2:28][CH2:27][O:26][CH2:25][CH2:24]2)[CH:3]=1.[NH:29]1[CH:33]=[CH:32][C:31](B(O)O)=[N:30]1.C(=O)([O-])[O-].[K+].[K+], predict the reaction product. The product is: [CH3:22][C:9]1[C:10]([CH2:11][C:12]2[C:21]3[C:16](=[CH:17][CH:18]=[CH:19][CH:20]=3)[CH:15]=[CH:14][CH:13]=2)=[C:6]2[N:5]=[C:4]([N:23]3[CH2:28][CH2:27][O:26][CH2:25][CH2:24]3)[CH:3]=[C:2]([C:33]3[CH:32]=[CH:31][NH:30][N:29]=3)[N:7]2[N:8]=1. (3) Given the reactants Br[C:2]1[CH:20]=[CH:19][C:5]2[N:6]=[C:7]([C@H:9]3[CH2:12][C@H:11]([N:13]4[CH2:17][CH2:16][CH2:15][C@H:14]4C)[CH2:10]3)[S:8][C:4]=2[CH:3]=1.[CH3:21][C:22]1[C:23](=[O:28])[NH:24][CH:25]=[CH:26][CH:27]=1.N1NC(=O)C=CC=1, predict the reaction product. The product is: [CH3:21][C:22]1[C:23](=[O:28])[N:24]([C:2]2[CH:20]=[CH:19][C:5]3[N:6]=[C:7]([C@H:9]4[CH2:12][C@H:11]([N:13]5[CH2:14][CH2:15][CH2:16][CH2:17]5)[CH2:10]4)[S:8][C:4]=3[CH:3]=2)[CH:25]=[CH:26][CH:27]=1. (4) Given the reactants Br[C:2]1[CH:7]=[CH:6][C:5]([C:8]([C:24]2[CH:29]=[CH:28][C:27]([Br:30])=[CH:26][CH:25]=2)=[CH:9][CH2:10][S:11][C:12]2[CH:22]=[CH:21][C:15]([O:16][CH2:17][C:18]([OH:20])=[O:19])=[C:14]([CH3:23])[CH:13]=2)=[CH:4][CH:3]=1.[F:31][C:32]([F:43])([F:42])[C:33]1[CH:34]=[C:35](B(O)O)[CH:36]=[CH:37][CH:38]=1.[F-].[K+], predict the reaction product. The product is: [Br:30][C:27]1[CH:26]=[CH:25][C:24]([C:8]([C:5]2[CH:6]=[CH:7][C:2]([C:35]3[CH:36]=[CH:37][CH:38]=[C:33]([C:32]([F:43])([F:42])[F:31])[CH:34]=3)=[CH:3][CH:4]=2)=[CH:9][CH2:10][S:11][C:12]2[CH:22]=[CH:21][C:15]([O:16][CH2:17][C:18]([OH:20])=[O:19])=[C:14]([CH3:23])[CH:13]=2)=[CH:29][CH:28]=1. (5) Given the reactants Cl.[NH2:2][C@H:3]1[CH2:7][CH2:6][CH2:5][C:4]1([CH3:9])[OH:8].[Cl:10][C:11]1[C:18]([CH2:19][CH3:20])=[C:17](F)[CH:16]=[CH:15][C:12]=1[C:13]#[N:14], predict the reaction product. The product is: [Cl:10][C:11]1[C:18]([CH2:19][CH3:20])=[C:17]([NH:2][C@H:3]2[CH2:7][CH2:6][CH2:5][C:4]2([OH:8])[CH3:9])[CH:16]=[CH:15][C:12]=1[C:13]#[N:14].